This data is from Full USPTO retrosynthesis dataset with 1.9M reactions from patents (1976-2016). The task is: Predict the reactants needed to synthesize the given product. (1) Given the product [CH3:21][O:20][N:19]([CH3:18])[C:10](=[O:11])[CH2:9][CH:8]([C:5]1[CH:6]=[CH:7][C:2]([Br:1])=[CH:3][CH:4]=1)[C:13]([CH3:16])([CH3:15])[CH3:14], predict the reactants needed to synthesize it. The reactants are: [Br:1][C:2]1[CH:7]=[CH:6][C:5]([CH:8]([C:13]([CH3:16])([CH3:15])[CH3:14])[CH2:9][C:10](O)=[O:11])=[CH:4][CH:3]=1.Cl.[CH3:18][NH:19][O:20][CH3:21]. (2) Given the product [CH2:3]([N:10]1[CH2:15][CH2:14][CH2:13][C@@H:12]([O:16][C:18]2[C:19]3[C:26]([C:27]4[CH:28]=[CH:29][C:30]([CH2:33][CH3:34])=[CH:31][CH:32]=4)=[C:25]([I:35])[O:24][C:20]=3[N:21]=[CH:22][N:23]=2)[CH2:11]1)[C:4]1[CH:5]=[CH:6][CH:7]=[CH:8][CH:9]=1, predict the reactants needed to synthesize it. The reactants are: [H-].[Na+].[CH2:3]([N:10]1[CH2:15][CH2:14][CH2:13][C@@H:12]([OH:16])[CH2:11]1)[C:4]1[CH:9]=[CH:8][CH:7]=[CH:6][CH:5]=1.Cl[C:18]1[C:19]2[C:26]([C:27]3[CH:32]=[CH:31][C:30]([CH2:33][CH3:34])=[CH:29][CH:28]=3)=[C:25]([I:35])[O:24][C:20]=2[N:21]=[CH:22][N:23]=1.O. (3) The reactants are: [OH:1][C:2]1[C:3]([C:8]([OH:10])=[O:9])=[N:4][CH:5]=[CH:6][CH:7]=1.OS(O)(=O)=O.[CH3:16]O. Given the product [CH3:16][O:9][C:8]([C:3]1[C:2]([OH:1])=[CH:7][CH:6]=[CH:5][N:4]=1)=[O:10], predict the reactants needed to synthesize it. (4) Given the product [CH2:18]([C:22]1[O:26][N:25]=[C:24]([CH2:27][N:28]2[C:29]3[C:38]4[CH:37]=[CH:36][CH:35]=[CH:34][C:33]=4[N:32]=[CH:31][C:30]=3[N:39]=[CH:1]2)[CH:23]=1)[CH2:19][CH2:20][CH3:21], predict the reactants needed to synthesize it. The reactants are: [CH:1](OCC)(OCC)OCC.Cl.N1C=CC=CC=1.[CH2:18]([C:22]1[O:26][N:25]=[C:24]([CH2:27][NH:28][C:29]2[C:38]3[C:33](=[CH:34][CH:35]=[CH:36][CH:37]=3)[N:32]=[CH:31][C:30]=2[NH2:39])[CH:23]=1)[CH2:19][CH2:20][CH3:21]. (5) Given the product [O:29]=[S:25]1(=[O:28])[CH2:26][CH2:27][N:22]([CH2:21][C:18]2[CH:19]=[CH:20][C:15]([C:2]3[N:7]4[N:8]=[C:9]([NH2:11])[N:10]=[C:6]4[CH:5]=[CH:4][CH:3]=3)=[CH:16][CH:17]=2)[CH2:23][CH2:24]1, predict the reactants needed to synthesize it. The reactants are: Br[C:2]1[N:7]2[N:8]=[C:9]([NH2:11])[N:10]=[C:6]2[CH:5]=[CH:4][CH:3]=1.B([C:15]1[CH:20]=[CH:19][C:18]([CH2:21][N:22]2[CH2:27][CH2:26][S:25](=[O:29])(=[O:28])[CH2:24][CH2:23]2)=[CH:17][CH:16]=1)(O)O. (6) Given the product [Br:5][CH2:6][CH:7]([O:10][CH3:11])[O:8][CH2:9][CH2:32][CH2:33][CH2:34][CH2:35][CH2:36][CH2:37][CH2:38]/[CH:39]=[CH:40]\[CH2:41]/[CH:42]=[CH:43]\[CH2:44][CH2:45][CH2:46][CH2:47][CH3:48], predict the reactants needed to synthesize it. The reactants are: ClC(Cl)C.[Br:5][CH2:6][CH:7]([O:10][CH3:11])[O:8][CH3:9].N1C(C)=CC=CC=1C.[Si](OS(C(F)(F)F)(=O)=O)(C)(C)C.[CH2:32](O)[CH2:33][CH2:34][CH2:35][CH2:36][CH2:37][CH2:38][CH2:39]/[CH:40]=[CH:41]\[CH2:42]/[CH:43]=[CH:44]\[CH2:45][CH2:46][CH2:47][CH2:48]C. (7) Given the product [Br:8][C:5]1[CH:6]=[CH:7][C:2]([O:24][CH2:23][C:21]2[O:20][N:19]=[C:18]([C:11]3[C:12]([F:17])=[CH:13][CH:14]=[C:15]([F:16])[C:10]=3[Cl:9])[CH:22]=2)=[N:3][CH:4]=1, predict the reactants needed to synthesize it. The reactants are: Br[C:2]1[CH:7]=[CH:6][C:5]([Br:8])=[CH:4][N:3]=1.[Cl:9][C:10]1[C:15]([F:16])=[CH:14][CH:13]=[C:12]([F:17])[C:11]=1[C:18]1[CH:22]=[C:21]([CH2:23][OH:24])[O:20][N:19]=1.CC([O-])(C)C.[Na+].